From a dataset of Full USPTO retrosynthesis dataset with 1.9M reactions from patents (1976-2016). Predict the reactants needed to synthesize the given product. (1) Given the product [C:10]([O:9][C:7](=[O:8])[NH:6][C@H:5]([CH2:4][OH:3])[CH:14]=[CH2:15])([CH3:13])([CH3:11])[CH3:12], predict the reactants needed to synthesize it. The reactants are: CC1(C)[N:6]([C:7]([O:9][C:10]([CH3:13])([CH3:12])[CH3:11])=[O:8])[C@@H:5]([CH:14]=[CH2:15])[CH2:4][O:3]1.O.C1(C)C=CC(S(O)(=O)=O)=CC=1. (2) The reactants are: [C:1]([C:5]1[CH:13]=[C:12]([Cl:14])[C:11]([CH3:15])=[C:7]([C:8]([OH:10])=O)[C:6]=1[OH:16])([CH3:4])([CH3:3])[CH3:2].[F:17][C:18]1[CH:24]=[CH:23][C:22]([C:25]([F:28])([F:27])[F:26])=[CH:21][C:19]=1[NH2:20]. Given the product [C:1]([C:5]1[C:6]([OH:16])=[C:7]([C:11]([CH3:15])=[C:12]([Cl:14])[CH:13]=1)[C:8]([NH:20][C:19]1[CH:21]=[C:22]([C:25]([F:26])([F:27])[F:28])[CH:23]=[CH:24][C:18]=1[F:17])=[O:10])([CH3:2])([CH3:3])[CH3:4], predict the reactants needed to synthesize it.